Dataset: Full USPTO retrosynthesis dataset with 1.9M reactions from patents (1976-2016). Task: Predict the reactants needed to synthesize the given product. (1) Given the product [CH3:1][O:2][C:3]1[CH:8]=[C:7]([CH3:9])[C:6]([S:10]([N:13]([CH3:28])[CH2:14][C:15]2[O:16][C:17]([C:20]([N:22]3[CH2:23][CH2:24][N:25]([CH2:36][C:35]4[N:31]([CH3:30])[CH:32]=[N:33][CH:34]=4)[CH2:26][CH2:27]3)=[O:21])=[N:18][N:19]=2)(=[O:11])=[O:12])=[C:5]([CH3:29])[CH:4]=1, predict the reactants needed to synthesize it. The reactants are: [CH3:1][O:2][C:3]1[CH:8]=[C:7]([CH3:9])[C:6]([S:10]([N:13]([CH3:28])[CH2:14][C:15]2[O:16][C:17]([C:20]([N:22]3[CH2:27][CH2:26][NH:25][CH2:24][CH2:23]3)=[O:21])=[N:18][N:19]=2)(=[O:12])=[O:11])=[C:5]([CH3:29])[CH:4]=1.[CH3:30][N:31]1[C:35]([CH:36]=O)=[CH:34][N:33]=[CH:32]1.ClCCCl. (2) Given the product [CH2:10]([N:12]1[C:24]2[CH:23]=[CH:22][C:21]([C:25]3[N:38]([CH2:39][CH2:40][O:41][CH3:42])[C:37]4[CH:36]=[CH:35][C:31]([C:32]([OH:34])=[O:33])=[CH:30][C:29]=4[N:28]=3)=[CH:20][C:19]=2[C:18]2[C:13]1=[C:14]([F:27])[CH:15]=[CH:16][CH:17]=2)[CH3:11], predict the reactants needed to synthesize it. The reactants are: S(OS([O-])=O)([O-])=O.[Na+].[Na+].[CH2:10]([N:12]1[C:24]2[CH:23]=[CH:22][C:21]([CH:25]=O)=[CH:20][C:19]=2[C:18]2[C:13]1=[C:14]([F:27])[CH:15]=[CH:16][CH:17]=2)[CH3:11].[NH2:28][C:29]1[CH:30]=[C:31]([CH:35]=[CH:36][C:37]=1[NH:38][CH2:39][CH2:40][O:41][CH3:42])[C:32]([OH:34])=[O:33].Cl. (3) Given the product [NH2:4][C:5]1[C:10]([Cl:11])=[C:9]([O:12][CH2:13][CH3:14])[N:8]=[C:7]([C:15]([OH:17])=[O:16])[C:6]=1[Cl:19], predict the reactants needed to synthesize it. The reactants are: O.[OH-].[Li+].[NH2:4][C:5]1[C:10]([Cl:11])=[C:9]([O:12][CH2:13][CH3:14])[N:8]=[C:7]([C:15]([O:17]C)=[O:16])[C:6]=1[Cl:19].O.Cl. (4) Given the product [Cl:28][C:26]1[CH:27]=[C:22]([Cl:21])[CH:23]=[C:24]([CH3:30])[C:25]=1[O:29][C:2]1[N:6]([CH3:7])[C:5]2[C:8]([CH:16]([CH2:19][CH3:20])[CH2:17][CH3:18])=[CH:9][CH:10]=[C:11]([C:12]([O:14][CH3:15])=[O:13])[C:4]=2[N:3]=1, predict the reactants needed to synthesize it. The reactants are: Cl[C:2]1[N:6]([CH3:7])[C:5]2[C:8]([CH:16]([CH2:19][CH3:20])[CH2:17][CH3:18])=[CH:9][CH:10]=[C:11]([C:12]([O:14][CH3:15])=[O:13])[C:4]=2[N:3]=1.[Cl:21][C:22]1[CH:23]=[C:24]([CH3:30])[C:25]([OH:29])=[C:26]([Cl:28])[CH:27]=1.C(=O)([O-])[O-].[K+].[K+].CN(C)C=O.